This data is from Reaction yield outcomes from USPTO patents with 853,638 reactions. The task is: Predict the reaction yield, written as a fraction of the theoretical maximum amount of product (1.0 means a 100% yield; for example, 0.34 means a 34% yield). (1) The reactants are [CH2:1]([N:8]1[C:20]2[CH:19]=[C:18]3[CH:21]=[CH:22][CH:23]=[CH:24][C:17]3=[C:16]([OH:25])[C:15]=2[C:14]2[C:13]([C:26]([O:28]C)=O)=[CH:12][CH:11]=[CH:10][C:9]1=2)[C:2]1[CH:7]=[CH:6][CH:5]=[CH:4][CH:3]=1.[N:30]#N.N. The catalyst is C1COCC1. The product is [CH2:1]([N:8]1[C:20]2[CH:19]=[C:18]3[CH:21]=[CH:22][CH:23]=[CH:24][C:17]3=[C:16]([OH:25])[C:15]=2[C:14]2[C:13]([C:26]([NH2:30])=[O:28])=[CH:12][CH:11]=[CH:10][C:9]1=2)[C:2]1[CH:3]=[CH:4][CH:5]=[CH:6][CH:7]=1. The yield is 0.990. (2) The reactants are I([O-])(=O)(=O)=O.[Na+].[I:7]I.[NH2:9][C:10]1[CH:15]=[CH:14][N:13]([C:16]2[CH:21]=[CH:20][C:19]([F:22])=[CH:18][CH:17]=2)[C:12](=[O:23])[N:11]=1.OS(O)(=O)=O.[O-]S([O-])=O.[Na+].[Na+].[OH-].[Na+]. The catalyst is C(O)(=O)C.O. The product is [NH2:9][C:10]1[C:15]([I:7])=[CH:14][N:13]([C:16]2[CH:21]=[CH:20][C:19]([F:22])=[CH:18][CH:17]=2)[C:12](=[O:23])[N:11]=1. The yield is 0.840. (3) The product is [Cl:34][C:35]1[CH:40]=[CH:39][CH:38]=[CH:37][C:36]=1[S:41]([NH:27][CH2:26][CH2:25][CH2:24][C:14]1[CH:15]=[CH:16][C:17]([O:19][CH2:20][CH2:21][O:22][CH3:23])=[CH:18][C:13]=1[O:12][C:3]1[C:2]([Cl:1])=[CH:7][C:6]([C:8]([F:9])([F:11])[F:10])=[CH:5][N:4]=1)(=[O:43])=[O:42]. The catalyst is C(OCC)(=O)C. The yield is 0.0300. The reactants are [Cl:1][C:2]1[C:3]([O:12][C:13]2[CH:18]=[C:17]([O:19][CH2:20][CH2:21][O:22][CH3:23])[CH:16]=[CH:15][C:14]=2[CH2:24][CH2:25][CH2:26][NH2:27])=[N:4][CH:5]=[C:6]([C:8]([F:11])([F:10])[F:9])[CH:7]=1.N1C=CC=CC=1.[Cl:34][C:35]1[CH:40]=[CH:39][CH:38]=[CH:37][C:36]=1[S:41](Cl)(=[O:43])=[O:42].Cl. (4) The reactants are CC1(C)[O:7][C:6](=[O:8])[CH2:5][C:4](=[O:9])O1.[CH:11]([NH:14][C:15]1[CH:22]=[CH:21][CH:20]=[CH:19][C:16]=1[CH:17]=O)([CH3:13])[CH3:12].C(O)(=O)C.C(N)CN. The catalyst is CO. The product is [CH:11]([N:14]1[C:15]2[C:16](=[CH:19][CH:20]=[CH:21][CH:22]=2)[CH:17]=[C:5]([C:6]([OH:7])=[O:8])[C:4]1=[O:9])([CH3:13])[CH3:12]. The yield is 0.980. (5) The reactants are C([N:8]1[CH2:13][CH2:12][CH:11]([C:14]2[C:15](=[O:24])[NH:16][C:17]3[C:22]([CH:23]=2)=[CH:21][CH:20]=[CH:19][CH:18]=3)[CH2:10][CH2:9]1)C1C=CC=CC=1.[H][H]. The catalyst is CO.[OH-].[Pd+2].[OH-]. The product is [NH:8]1[CH2:9][CH2:10][CH:11]([C:14]2[C:15](=[O:24])[NH:16][C:17]3[C:22]([CH:23]=2)=[CH:21][CH:20]=[CH:19][CH:18]=3)[CH2:12][CH2:13]1. The yield is 0.900.